Dataset: Reaction yield outcomes from USPTO patents with 853,638 reactions. Task: Predict the reaction yield, written as a fraction of the theoretical maximum amount of product (1.0 means a 100% yield; for example, 0.34 means a 34% yield). The reactants are [CH3:1][C:2]1([CH3:16])[C:6]([CH3:8])([CH3:7])[O:5][B:4]([C:9]2[CH:10]=[C:11]([NH2:15])[CH:12]=[CH:13][CH:14]=2)[O:3]1.[Cl:17][C:18]1[CH:23]=[CH:22][C:21]([N:24]=[C:25]=[O:26])=[CH:20][C:19]=1[C:27]([F:30])([F:29])[F:28]. The catalyst is ClCCl. The product is [Cl:17][C:18]1[CH:23]=[CH:22][C:21]([NH:24][C:25]([NH:15][C:11]2[CH:12]=[CH:13][CH:14]=[C:9]([B:4]3[O:3][C:2]([CH3:16])([CH3:1])[C:6]([CH3:7])([CH3:8])[O:5]3)[CH:10]=2)=[O:26])=[CH:20][C:19]=1[C:27]([F:28])([F:29])[F:30]. The yield is 1.00.